This data is from NCI-60 drug combinations with 297,098 pairs across 59 cell lines. The task is: Regression. Given two drug SMILES strings and cell line genomic features, predict the synergy score measuring deviation from expected non-interaction effect. (1) Drug 1: C1=CC(=CC=C1CCCC(=O)O)N(CCCl)CCCl. Drug 2: COC1=C2C(=CC3=C1OC=C3)C=CC(=O)O2. Cell line: SN12C. Synergy scores: CSS=18.6, Synergy_ZIP=-2.65, Synergy_Bliss=-0.233, Synergy_Loewe=-5.79, Synergy_HSA=-2.44. (2) Drug 1: C1=NC2=C(N1)C(=S)N=C(N2)N. Drug 2: CC1=C(N=C(N=C1N)C(CC(=O)N)NCC(C(=O)N)N)C(=O)NC(C(C2=CN=CN2)OC3C(C(C(C(O3)CO)O)O)OC4C(C(C(C(O4)CO)O)OC(=O)N)O)C(=O)NC(C)C(C(C)C(=O)NC(C(C)O)C(=O)NCCC5=NC(=CS5)C6=NC(=CS6)C(=O)NCCC[S+](C)C)O. Cell line: UO-31. Synergy scores: CSS=33.3, Synergy_ZIP=-1.50, Synergy_Bliss=-1.74, Synergy_Loewe=-6.65, Synergy_HSA=0.712. (3) Drug 1: CC1C(C(CC(O1)OC2CC(CC3=C2C(=C4C(=C3O)C(=O)C5=C(C4=O)C(=CC=C5)OC)O)(C(=O)C)O)N)O.Cl. Drug 2: CCC1(CC2CC(C3=C(CCN(C2)C1)C4=CC=CC=C4N3)(C5=C(C=C6C(=C5)C78CCN9C7C(C=CC9)(C(C(C8N6C=O)(C(=O)OC)O)OC(=O)C)CC)OC)C(=O)OC)O.OS(=O)(=O)O. Cell line: KM12. Synergy scores: CSS=20.4, Synergy_ZIP=-9.31, Synergy_Bliss=-14.1, Synergy_Loewe=-10.8, Synergy_HSA=-2.17.